Dataset: Peptide-MHC class I binding affinity with 185,985 pairs from IEDB/IMGT. Task: Regression. Given a peptide amino acid sequence and an MHC pseudo amino acid sequence, predict their binding affinity value. This is MHC class I binding data. (1) The peptide sequence is IPFIAYFVLM. The MHC is HLA-A11:01 with pseudo-sequence HLA-A11:01. The binding affinity (normalized) is 0.222. (2) The peptide sequence is GVPKTHLEL. The MHC is HLA-B15:42 with pseudo-sequence HLA-B15:42. The binding affinity (normalized) is 0.213. (3) The peptide sequence is SDFLISEML. The MHC is HLA-B45:01 with pseudo-sequence HLA-B45:01. The binding affinity (normalized) is 0.0549. (4) The peptide sequence is SRLKPSSFK. The MHC is HLA-B44:02 with pseudo-sequence HLA-B44:02. The binding affinity (normalized) is 0.0847. (5) The binding affinity (normalized) is 0.109. The MHC is HLA-A31:01 with pseudo-sequence HLA-A31:01. The peptide sequence is NSTATLCLGH.